Dataset: NCI-60 drug combinations with 297,098 pairs across 59 cell lines. Task: Regression. Given two drug SMILES strings and cell line genomic features, predict the synergy score measuring deviation from expected non-interaction effect. (1) Drug 1: CC(CN1CC(=O)NC(=O)C1)N2CC(=O)NC(=O)C2. Drug 2: C1CNP(=O)(OC1)N(CCCl)CCCl. Cell line: NCI/ADR-RES. Synergy scores: CSS=5.33, Synergy_ZIP=2.32, Synergy_Bliss=6.21, Synergy_Loewe=0.483, Synergy_HSA=2.53. (2) Drug 1: C1CN1P(=S)(N2CC2)N3CC3. Drug 2: C1C(C(OC1N2C=NC3=C(N=C(N=C32)Cl)N)CO)O. Cell line: SNB-19. Synergy scores: CSS=42.1, Synergy_ZIP=-8.95, Synergy_Bliss=-5.07, Synergy_Loewe=-15.3, Synergy_HSA=-1.46. (3) Synergy scores: CSS=-0.192, Synergy_ZIP=1.18, Synergy_Bliss=1.02, Synergy_Loewe=0.411, Synergy_HSA=-0.421. Cell line: RXF 393. Drug 1: C1=CC=C(C=C1)NC(=O)CCCCCCC(=O)NO. Drug 2: CC(C)(C#N)C1=CC(=CC(=C1)CN2C=NC=N2)C(C)(C)C#N. (4) Cell line: OVCAR3. Drug 1: CC1=C2C(C(=O)C3(C(CC4C(C3C(C(C2(C)C)(CC1OC(=O)C(C(C5=CC=CC=C5)NC(=O)OC(C)(C)C)O)O)OC(=O)C6=CC=CC=C6)(CO4)OC(=O)C)OC)C)OC. Synergy scores: CSS=46.5, Synergy_ZIP=2.62, Synergy_Bliss=1.46, Synergy_Loewe=-36.5, Synergy_HSA=0.182. Drug 2: CC(C1=C(C=CC(=C1Cl)F)Cl)OC2=C(N=CC(=C2)C3=CN(N=C3)C4CCNCC4)N. (5) Drug 1: C1=NC2=C(N1)C(=S)N=C(N2)N. Drug 2: CC1CCC2CC(C(=CC=CC=CC(CC(C(=O)C(C(C(=CC(C(=O)CC(OC(=O)C3CCCCN3C(=O)C(=O)C1(O2)O)C(C)CC4CCC(C(C4)OC)O)C)C)O)OC)C)C)C)OC. Cell line: SK-MEL-28. Synergy scores: CSS=21.1, Synergy_ZIP=-4.27, Synergy_Bliss=-6.22, Synergy_Loewe=-4.38, Synergy_HSA=-2.96. (6) Drug 1: CC1OCC2C(O1)C(C(C(O2)OC3C4COC(=O)C4C(C5=CC6=C(C=C35)OCO6)C7=CC(=C(C(=C7)OC)O)OC)O)O. Drug 2: CC=C1C(=O)NC(C(=O)OC2CC(=O)NC(C(=O)NC(CSSCCC=C2)C(=O)N1)C(C)C)C(C)C. Cell line: SW-620. Synergy scores: CSS=46.6, Synergy_ZIP=3.79, Synergy_Bliss=0.910, Synergy_Loewe=2.53, Synergy_HSA=3.61. (7) Cell line: KM12. Drug 2: C1CN(CCN1C(=O)CCBr)C(=O)CCBr. Drug 1: CNC(=O)C1=NC=CC(=C1)OC2=CC=C(C=C2)NC(=O)NC3=CC(=C(C=C3)Cl)C(F)(F)F. Synergy scores: CSS=15.9, Synergy_ZIP=-3.87, Synergy_Bliss=-0.116, Synergy_Loewe=-7.63, Synergy_HSA=-1.50. (8) Drug 1: COC1=NC(=NC2=C1N=CN2C3C(C(C(O3)CO)O)O)N. Drug 2: COC1=C2C(=CC3=C1OC=C3)C=CC(=O)O2. Cell line: LOX IMVI. Synergy scores: CSS=16.7, Synergy_ZIP=-5.65, Synergy_Bliss=0.792, Synergy_Loewe=-2.63, Synergy_HSA=-1.55. (9) Drug 1: CCCCC(=O)OCC(=O)C1(CC(C2=C(C1)C(=C3C(=C2O)C(=O)C4=C(C3=O)C=CC=C4OC)O)OC5CC(C(C(O5)C)O)NC(=O)C(F)(F)F)O. Drug 2: CN1C2=C(C=C(C=C2)N(CCCl)CCCl)N=C1CCCC(=O)O.Cl. Cell line: SK-MEL-2. Synergy scores: CSS=20.9, Synergy_ZIP=6.12, Synergy_Bliss=8.79, Synergy_Loewe=4.96, Synergy_HSA=7.89.